This data is from Reaction yield outcomes from USPTO patents with 853,638 reactions. The task is: Predict the reaction yield, written as a fraction of the theoretical maximum amount of product (1.0 means a 100% yield; for example, 0.34 means a 34% yield). The reactants are [CH3:1][O:2][C:3]1[CH:4]=[CH:5][C:6]([C:9](=O)[CH2:10][C:11](=O)[C:12]([O:14][CH2:15][CH3:16])=[O:13])=[N:7][CH:8]=1.[NH:19]([C:21]1[CH:22]=[CH:23][C:24]([CH3:27])=[N:25][CH:26]=1)[NH2:20].C(O)(=O)C.C(=O)(O)[O-].[Na+]. The catalyst is C(O)C.C(Cl)(Cl)Cl. The product is [CH3:1][O:2][C:3]1[CH:4]=[CH:5][C:6]([C:9]2[N:19]([C:21]3[CH:26]=[N:25][C:24]([CH3:27])=[CH:23][CH:22]=3)[N:20]=[C:11]([C:12]([O:14][CH2:15][CH3:16])=[O:13])[CH:10]=2)=[N:7][CH:8]=1. The yield is 0.230.